From a dataset of Forward reaction prediction with 1.9M reactions from USPTO patents (1976-2016). Predict the product of the given reaction. (1) Given the reactants [F:1][C:2]1[C:3]([F:16])=[C:4]([C:13](O)=[O:14])[C:5]2[O:9][C:8]([CH3:11])([CH3:10])[CH2:7][C:6]=2[CH:12]=1.Cl.[OH-].[Na+], predict the reaction product. The product is: [F:1][C:2]1[C:3]([F:16])=[C:4]([CH2:13][OH:14])[C:5]2[O:9][C:8]([CH3:11])([CH3:10])[CH2:7][C:6]=2[CH:12]=1. (2) The product is: [Cl:8][C:6]1[CH:5]=[C:4]([S:9]([N:12]2[CH2:19][CH2:18][CH2:17][C@H:13]2[C:14]([NH:25][C@H:24]([C:23]([OH:33])=[O:22])[CH2:26][C:27]2[CH:32]=[CH:31][CH:30]=[CH:29][CH:28]=2)=[O:16])(=[O:10])=[O:11])[CH:3]=[C:2]([Cl:1])[CH:7]=1. Given the reactants [Cl:1][C:2]1[CH:3]=[C:4]([S:9]([N:12]2[CH2:19][CH2:18][CH2:17][C@H:13]2[C:14]([OH:16])=O)(=[O:11])=[O:10])[CH:5]=[C:6]([Cl:8])[CH:7]=1.C([O:22][C:23](=[O:33])[C@H:24]([CH2:26][C:27]1[CH:32]=[CH:31][CH:30]=[CH:29][CH:28]=1)[NH2:25])C, predict the reaction product. (3) Given the reactants [Cl:1][C:2]1[CH:3]=[C:4]2[C:10]([C:11]3[N:16]=[C:15](S(C)=O)[C:14]([F:20])=[CH:13][N:12]=3)=[CH:9][N:8]([S:21]([C:24]3[CH:29]=[CH:28][C:27]([CH3:30])=[CH:26][CH:25]=3)(=[O:23])=[O:22])[C:5]2=[N:6][CH:7]=1.[C@H:31]1([NH2:38])[CH2:36][CH2:35][CH2:34][CH2:33][C@@H:32]1[NH2:37], predict the reaction product. The product is: [Cl:1][C:2]1[CH:3]=[C:4]2[C:10]([C:11]3[N:16]=[C:15]([NH:37][C@H:32]4[CH2:33][CH2:34][CH2:35][CH2:36][C@@H:31]4[NH2:38])[C:14]([F:20])=[CH:13][N:12]=3)=[CH:9][N:8]([S:21]([C:24]3[CH:29]=[CH:28][C:27]([CH3:30])=[CH:26][CH:25]=3)(=[O:23])=[O:22])[C:5]2=[N:6][CH:7]=1. (4) The product is: [CH:1]1([NH:5][C:6]2[C:11]([NH2:12])=[CH:10][C:9]([C:15]([F:18])([F:16])[F:17])=[CH:8][N:7]=2)[CH2:2][CH2:3][CH2:4]1. Given the reactants [CH:1]1([NH:5][C:6]2[C:11]([N+:12]([O-])=O)=[CH:10][C:9]([C:15]([F:18])([F:17])[F:16])=[CH:8][N:7]=2)[CH2:4][CH2:3][CH2:2]1.[Cl-].[NH4+].O, predict the reaction product. (5) Given the reactants ClC1C(OC2C=CC(Cl)=C(C(F)(F)F)C=2)=CC(F)=C(C=1)C(O)=O.[Cl:24][C:25]1[C:26]([CH2:35][O:36][C:37]2[CH:38]=[N:39][C:40]([O:44][CH2:45][C:46]([F:51])([F:50])[CH:47]([F:49])[F:48])=[C:41]([Cl:43])[CH:42]=2)=[CH:27][C:28]([F:34])=[C:29]([CH:33]=1)[C:30](O)=[O:31].CN(C)S(N)(=O)=O.[N:59]1([S:63]([NH2:66])(=[O:65])=[O:64])[CH2:62][CH2:61][CH2:60]1, predict the reaction product. The product is: [N:59]1([S:63]([NH:66][C:30](=[O:31])[C:29]2[CH:33]=[C:25]([Cl:24])[C:26]([CH2:35][O:36][C:37]3[CH:38]=[N:39][C:40]([O:44][CH2:45][C:46]([F:50])([F:51])[CH:47]([F:48])[F:49])=[C:41]([Cl:43])[CH:42]=3)=[CH:27][C:28]=2[F:34])(=[O:65])=[O:64])[CH2:62][CH2:61][CH2:60]1.